From a dataset of Full USPTO retrosynthesis dataset with 1.9M reactions from patents (1976-2016). Predict the reactants needed to synthesize the given product. Given the product [NH2:17][C:16]1[O:25][C:26]2[C:27]3[CH:28]=[CH:29][CH:30]=[N:31][C:32]=3[CH:33]=[CH:34][C:35]=2[CH:7]([C:6]2[CH:5]=[C:4]([O:10][CH3:11])[C:3]([O:12][CH3:13])=[C:2]([Br:1])[CH:9]=2)[C:15]=1[C:14]#[N:18], predict the reactants needed to synthesize it. The reactants are: [Br:1][C:2]1[C:3]([O:12][CH3:13])=[C:4]([O:10][CH3:11])[CH:5]=[C:6]([CH:9]=1)[CH:7]=O.[C:14](#[N:18])[CH2:15][C:16]#[N:17].N1CCCCC1.[OH:25][C:26]1[CH:35]=[CH:34][CH:33]=[C:32]2[C:27]=1[CH:28]=[CH:29][CH:30]=[N:31]2.